From a dataset of HIV replication inhibition screening data with 41,000+ compounds from the AIDS Antiviral Screen. Binary Classification. Given a drug SMILES string, predict its activity (active/inactive) in a high-throughput screening assay against a specified biological target. (1) The molecule is C=C1C(=O)OC2C=C(CCC(C)=O)C(C)C(OC(C)=O)CC12. The result is 0 (inactive). (2) The compound is CCOC(=O)C1(Cc2ccc3c(c2)CCC3)Cc2cc3c(cc2C1)CCC3. The result is 0 (inactive). (3) The drug is Br.CC1CCCCN1CC(=O)c1ccc2c(c1)Sc1ccccc1O2. The result is 0 (inactive). (4) The compound is O=C(CNc1ccccc1C(=O)O)Nn1cnc2ccc(S(=O)(=O)Nc3ccccc3C(=O)O)cc2c1=O. The result is 0 (inactive).